Dataset: TCR-epitope binding with 47,182 pairs between 192 epitopes and 23,139 TCRs. Task: Binary Classification. Given a T-cell receptor sequence (or CDR3 region) and an epitope sequence, predict whether binding occurs between them. (1) The epitope is EEHVQIHTI. The TCR CDR3 sequence is CASSPSGGRVETQYF. Result: 0 (the TCR does not bind to the epitope). (2) The epitope is FPPTSFGPL. The TCR CDR3 sequence is CASSVTSSRGGTDTQYF. Result: 0 (the TCR does not bind to the epitope). (3) The epitope is GLCTLVAML. The TCR CDR3 sequence is CATSRLLSEQYF. Result: 1 (the TCR binds to the epitope). (4) The epitope is TLDSKTQSL. The TCR CDR3 sequence is CASSAAPAYEQYF. Result: 0 (the TCR does not bind to the epitope). (5) The epitope is WICLLQFAY. The TCR CDR3 sequence is CASSPGGGAFF. Result: 1 (the TCR binds to the epitope). (6) The epitope is KLWAQCVQL. The TCR CDR3 sequence is CSARAGTKTYEQYF. Result: 0 (the TCR does not bind to the epitope). (7) The epitope is KPLEFGATSAAL. The TCR CDR3 sequence is CASGDRGQSETQYF. Result: 1 (the TCR binds to the epitope). (8) The epitope is TPINLVRDL. The TCR CDR3 sequence is CASSQGWGADTQYF. Result: 0 (the TCR does not bind to the epitope). (9) The epitope is VLAWLYAAV. The TCR CDR3 sequence is CASSGPGGFSYNEQFF. Result: 0 (the TCR does not bind to the epitope).